Dataset: Catalyst prediction with 721,799 reactions and 888 catalyst types from USPTO. Task: Predict which catalyst facilitates the given reaction. (1) Reactant: [CH2:1]([C:3]1[CH:4]=[C:5]2[C:9](=[C:10]([C:12]([F:15])([F:14])[F:13])[CH:11]=1)[C:8](=[O:16])[O:7][CH:6]2[OH:17])[CH3:2].C(=O)([O-])[O-].[K+].[K+].I[CH2:25][CH3:26]. Product: [CH2:1]([C:3]1[CH:11]=[C:10]([C:12]([F:13])([F:14])[F:15])[C:9]([C:8]([O:7][CH2:25][CH3:26])=[O:16])=[C:5]([CH:6]=[O:17])[CH:4]=1)[CH3:2]. The catalyst class is: 517. (2) Reactant: Cl[CH2:2][C:3]1[CH:8]=[CH:7][C:6]([CH2:9][NH:10][C:11](=[O:13])[CH3:12])=[CH:5][CH:4]=1.[CH3:14][O:15][C:16]1[CH:21]=[C:20]([O:22][CH3:23])[N:19]=[C:18]([N:24]2[CH2:29][CH2:28][NH:27][CH2:26][CH2:25]2)[N:17]=1.C(=O)([O-])[O-].[K+].[K+].O. Product: [CH3:14][O:15][C:16]1[CH:21]=[C:20]([O:22][CH3:23])[N:19]=[C:18]([N:24]2[CH2:25][CH2:26][N:27]([CH2:2][C:3]3[CH:8]=[CH:7][C:6]([CH2:9][NH:10][C:11](=[O:13])[CH3:12])=[CH:5][CH:4]=3)[CH2:28][CH2:29]2)[N:17]=1. The catalyst class is: 9. (3) Reactant: [F:1][C:2]1[C:3](Br)=[C:4](Br)[CH:5]=[CH:6][C:7]=1[F:8].[O:11]1[CH:15]=[CH:14][CH:13]=[CH:12]1.[Li]CCCC. Product: [F:1][C:2]1[CH:3]=[C:4]2[C:5](=[CH:6][C:7]=1[F:8])[CH:15]1[O:11][CH:12]2[CH:13]=[CH:14]1. The catalyst class is: 28. (4) Reactant: [F:1][C:2]1[CH:7]=[CH:6][C:5]([C:8]([C:12]2[CH:13]=[N:14][C:15]3[C:20]([CH:21]=2)=[N:19][CH:18]=[CH:17][CH:16]=3)([NH2:11])[CH2:9][NH2:10])=[CH:4][CH:3]=1.CO[C:24]([C:26]1[CH:31]=[CH:30][CH:29]=[C:28]([C:32]#N)[CH:27]=1)=[NH:25].C(Cl)(Cl)Cl. Product: [C:24]([C:26]1[CH:27]=[C:28]([C:32]2[NH:10][CH2:9][C:8]([C:5]3[CH:6]=[CH:7][C:2]([F:1])=[CH:3][CH:4]=3)([C:12]3[CH:13]=[N:14][C:15]4[C:20]([CH:21]=3)=[N:19][CH:18]=[CH:17][CH:16]=4)[N:11]=2)[CH:29]=[CH:30][CH:31]=1)#[N:25]. The catalyst class is: 5. (5) Reactant: [CH3:1][C:2]1[CH:10]=[CH:9][C:5]([C:6](Cl)=[O:7])=[CH:4][CH:3]=1.[C:11]([O:15][C:16](=[O:30])[NH:17][C@@H:18]1[C:24](=[O:25])[NH:23][C:22]2[CH:26]=[CH:27][CH:28]=[CH:29][C:21]=2[NH:20][CH2:19]1)([CH3:14])([CH3:13])[CH3:12].N1C=CC=CC=1. Product: [C:11]([O:15][C:16](=[O:30])[NH:17][C@H:18]1[CH2:19][N:20]([C:6](=[O:7])[C:5]2[CH:9]=[CH:10][C:2]([CH3:1])=[CH:3][CH:4]=2)[C:21]2[CH:29]=[CH:28][CH:27]=[CH:26][C:22]=2[NH:23][C:24]1=[O:25])([CH3:14])([CH3:12])[CH3:13]. The catalyst class is: 34. (6) Reactant: C(O[C:6](=O)[N:7]([CH2:9][CH2:10][NH:11][C:12](=[O:43])[C:13]1[CH:18]=[CH:17][C:16]([C:19]2[O:27][C:26]3[C:21](=[N:22][CH:23]=[CH:24][C:25]=3[C:28]3[CH:33]=[CH:32][C:31]([O:34][CH:35]4[CH2:40][CH2:39][O:38][CH2:37][CH2:36]4)=[C:30]([C:41]#[N:42])[CH:29]=3)[CH:20]=2)=[CH:15][CH:14]=1)C)(C)(C)C.FC(F)(F)C(O)=O. Product: [C:41]([C:30]1[CH:29]=[C:28]([C:25]2[CH:24]=[CH:23][N:22]=[C:21]3[CH:20]=[C:19]([C:16]4[CH:15]=[CH:14][C:13]([C:12]([NH:11][CH2:10][CH2:9][NH:7][CH3:6])=[O:43])=[CH:18][CH:17]=4)[O:27][C:26]=23)[CH:33]=[CH:32][C:31]=1[O:34][CH:35]1[CH2:36][CH2:37][O:38][CH2:39][CH2:40]1)#[N:42]. The catalyst class is: 4. (7) Reactant: [CH3:1][C:2]1[CH:3]=[C:4]([CH3:19])[N:5]=[C:6]([NH:8][S:9]([C:12]2[CH:13]=[CH:14][C:15]([NH2:18])=[CH:16][CH:17]=2)(=[O:11])=[O:10])[N:7]=1.[CH2:20](Br)[C:21]1[CH:26]=[CH:25][CH:24]=[CH:23][CH:22]=1.C(=O)([O-])[O-].[Cs+].[Cs+]. Product: [CH2:20]([NH:18][C:15]1[CH:16]=[CH:17][C:12]([S:9]([NH:8][C:6]2[N:5]=[C:4]([CH3:19])[CH:3]=[C:2]([CH3:1])[N:7]=2)(=[O:11])=[O:10])=[CH:13][CH:14]=1)[C:21]1[CH:26]=[CH:25][CH:24]=[CH:23][CH:22]=1. The catalyst class is: 5.